Dataset: Choline transporter screen with 302,306 compounds. Task: Binary Classification. Given a drug SMILES string, predict its activity (active/inactive) in a high-throughput screening assay against a specified biological target. (1) The compound is O=C(Nc1cc(cc(c1)C)C)CCC(=O)Nc1noc(c1)C. The result is 0 (inactive). (2) The compound is FC(F)(F)C1(N=C(OC(=N1)c1cccnc1)N1CCCCC1)C(OCC)=O. The result is 0 (inactive). (3) The molecule is S=C(NC1CCCCC1)NC(c1ccc(cc1)CC)C. The result is 1 (active). (4) The molecule is s1c(NC(=O)CC(NC(=O)C(F)(F)F)c2ccccc2)nnc1C. The result is 0 (inactive). (5) The drug is o1c2c(c(CN3CCN(CC3)CC)cc1=O)cc(cc2)C. The result is 0 (inactive). (6) The molecule is S(=O)(=O)(Nc1c(C(=O)N(CC)CC)cccc1)c1cc(C(=O)N2CCOCC2)c(OC)cc1. The result is 0 (inactive).